Dataset: Full USPTO retrosynthesis dataset with 1.9M reactions from patents (1976-2016). Task: Predict the reactants needed to synthesize the given product. (1) Given the product [Cl:1][C:2]1[N:3]=[C:4]([N:13]2[CH2:18][CH2:17][O:16][CH2:15][CH2:14]2)[C:5]2[S:10][C:9]([C:24]3[CH:25]=[C:20]([NH2:19])[CH:21]=[CH:22][CH:23]=3)=[C:8]([CH3:12])[C:6]=2[N:7]=1, predict the reactants needed to synthesize it. The reactants are: [Cl:1][C:2]1[N:3]=[C:4]([N:13]2[CH2:18][CH2:17][O:16][CH2:15][CH2:14]2)[C:5]2[S:10][C:9](I)=[C:8]([CH3:12])[C:6]=2[N:7]=1.[NH2:19][C:20]1[CH:21]=[C:22](B(O)O)[CH:23]=[CH:24][CH:25]=1. (2) Given the product [CH3:19][C:6]1[C:5]2[C:10](=[CH:11][C:2]([O:1][C:27](=[O:36])[N:28]([CH3:35])[C:29]3[CH:34]=[CH:33][CH:32]=[CH:31][CH:30]=3)=[CH:3][CH:4]=2)[O:9][C:8](=[O:12])[C:7]=1[C:13]1[CH:14]=[CH:15][CH:16]=[CH:17][CH:18]=1, predict the reactants needed to synthesize it. The reactants are: [OH:1][C:2]1[CH:11]=[C:10]2[C:5]([C:6]([CH3:19])=[C:7]([C:13]3[CH:18]=[CH:17][CH:16]=[CH:15][CH:14]=3)[C:8](=[O:12])[O:9]2)=[CH:4][CH:3]=1.[I-].C[N+]1C=CN([C:27](=[O:36])[N:28]([CH3:35])[C:29]2[CH:34]=[CH:33][CH:32]=[CH:31][CH:30]=2)C=1. (3) Given the product [Cl:1][C:2]1[N:3]=[C:4]([N:14]2[CH2:19][CH2:18][O:17][CH2:16][CH2:15]2)[C:5]2[S:10][C:9]([CH2:11][N:12]([CH3:13])[CH2:26][C:22]3[CH:21]=[N:20][CH:25]=[CH:24][CH:23]=3)=[CH:8][C:6]=2[N:7]=1, predict the reactants needed to synthesize it. The reactants are: [Cl:1][C:2]1[N:3]=[C:4]([N:14]2[CH2:19][CH2:18][O:17][CH2:16][CH2:15]2)[C:5]2[S:10][C:9]([CH2:11][NH:12][CH3:13])=[CH:8][C:6]=2[N:7]=1.[N:20]1[CH:25]=[CH:24][CH:23]=[C:22]([CH:26]=O)[CH:21]=1. (4) Given the product [OH:18][C@@H:17]1[C@@H:19]([OH:20])[C@H:21]([OH:22])[C@@H:23]([CH2:25][OH:26])[O:24][C@H:16]1[N:1]1[C:9]2[C:4](=[CH:5][CH:6]=[CH:7][CH:8]=2)[CH:3]([CH2:10][C:11]([O:13][CH3:14])=[O:12])[CH2:2]1, predict the reactants needed to synthesize it. The reactants are: [NH:1]1[C:9]2[C:4](=[CH:5][CH:6]=[CH:7][CH:8]=2)[CH:3]([CH2:10][C:11]([O:13][CH3:14])=[O:12])[CH2:2]1.O[C@H:16]1[O:24][C@H:23]([CH2:25][OH:26])[C@@H:21]([OH:22])[C@H:19]([OH:20])[C@H:17]1[OH:18].